This data is from Catalyst prediction with 721,799 reactions and 888 catalyst types from USPTO. The task is: Predict which catalyst facilitates the given reaction. (1) Reactant: C(OC([NH:8][CH:9]([CH2:18][CH3:19])[C:10]([C:12]1[CH:13]=[N:14][CH:15]=[CH:16][CH:17]=1)=[O:11])=O)(C)(C)C.[ClH:20]. Product: [ClH:20].[ClH:20].[NH2:8][CH:9]([CH2:18][CH3:19])[C:10]([C:12]1[CH:13]=[N:14][CH:15]=[CH:16][CH:17]=1)=[O:11]. The catalyst class is: 8. (2) Reactant: [OH:1][C:2]1[CH:11]=[CH:10][C:5]([C:6]([O:8][CH3:9])=[O:7])=[CH:4][CH:3]=1.C(=O)([O-])[O-].[K+].[K+].[CH3:18][C:19]([CH3:21])=O.[CH2:22](Br)[CH2:23][CH2:24][CH2:25][CH2:26]C(C)C. Product: [CH2:18]([O:1][C:2]1[CH:3]=[CH:4][C:5]([C:6]([O:8][CH3:9])=[O:7])=[CH:10][CH:11]=1)[CH2:19][CH2:21][CH2:22][CH2:23][CH2:24][CH2:25][CH3:26]. The catalyst class is: 13. (3) Reactant: [C:1]([O:5][C:6](=[O:24])[NH:7][C:8]1[CH:9]=[C:10]2[C:22](=[O:23])[NH:21][N:20]=[CH:19][C:12]3=[C:13]([CH:17]=[CH2:18])[NH:14][C:15]([CH:16]=1)=[C:11]23)([CH3:4])([CH3:3])[CH3:2].CN(C)C=O.CO. Product: [C:1]([O:5][C:6](=[O:24])[NH:7][C:8]1[CH:9]=[C:10]2[C:22](=[O:23])[NH:21][N:20]=[CH:19][C:12]3=[C:13]([CH2:17][CH3:18])[NH:14][C:15]([CH:16]=1)=[C:11]23)([CH3:2])([CH3:3])[CH3:4]. The catalyst class is: 153. (4) Reactant: Br[C:2]1[CH:3]=[C:4]2[C:8](=[CH:9][CH:10]=1)[NH:7][CH2:6][C:5]2([CH3:12])[CH3:11].[CH3:13][N:14]1[CH:18]=[C:17](B2OC(C)(C)C(C)(C)O2)[CH:16]=[N:15]1.C([O-])([O-])=O.[K+].[K+].O. Product: [CH3:11][C:5]1([CH3:12])[C:4]2[C:8](=[CH:9][CH:10]=[C:2]([C:17]3[CH:16]=[N:15][N:14]([CH3:13])[CH:18]=3)[CH:3]=2)[NH:7][CH2:6]1. The catalyst class is: 38. (5) Reactant: [Si]([O:8][C:9]1[CH:10]=[C:11]([C:16]2[C:24]3[C:19](=[N:20][CH:21]=[N:22][C:23]=3[NH2:25])[N:18]([CH:26]([C:28]3[C:29]([C:43]([F:46])([F:45])[F:44])=[C:30]4[N:35]([C:36]=3[C:37]3[CH:42]=[CH:41][CH:40]=[CH:39][N:38]=3)[CH:34]=[CH:33][CH:32]=[CH:31]4)[CH3:27])[N:17]=2)[CH:12]=[C:13]([F:15])[CH:14]=1)(C(C)(C)C)(C)C.[F-].C([N+](CCCC)(CCCC)CCCC)CCC. Product: [NH2:25][C:23]1[N:22]=[CH:21][N:20]=[C:19]2[N:18]([CH:26]([C:28]3[C:29]([C:43]([F:46])([F:45])[F:44])=[C:30]4[N:35]([C:36]=3[C:37]3[CH:42]=[CH:41][CH:40]=[CH:39][N:38]=3)[CH:34]=[CH:33][CH:32]=[CH:31]4)[CH3:27])[N:17]=[C:16]([C:11]3[CH:10]=[C:9]([OH:8])[CH:14]=[C:13]([F:15])[CH:12]=3)[C:24]=12. The catalyst class is: 76. (6) Reactant: [Na].[O-]CC.[Na+].Cl.[CH2:7]([N:14]1[CH2:19][CH2:18][CH:17]([C:20]([O:22]CC)=O)[C:16](=O)[CH2:15]1)[C:8]1[CH:13]=[CH:12][CH:11]=[CH:10][CH:9]=1.Cl.[F:27][C:28]([F:39])([F:38])[C:29]1[N:34]=[CH:33][C:32]([C:35]([NH2:37])=[NH:36])=[CH:31][CH:30]=1. Product: [CH2:7]([N:14]1[CH2:19][CH2:18][C:17]2[C:20]([OH:22])=[N:37][C:35]([C:32]3[CH:33]=[N:34][C:29]([C:28]([F:39])([F:27])[F:38])=[CH:30][CH:31]=3)=[N:36][C:16]=2[CH2:15]1)[C:8]1[CH:9]=[CH:10][CH:11]=[CH:12][CH:13]=1. The catalyst class is: 8.